Dataset: Reaction yield outcomes from USPTO patents with 853,638 reactions. Task: Predict the reaction yield, written as a fraction of the theoretical maximum amount of product (1.0 means a 100% yield; for example, 0.34 means a 34% yield). (1) The reactants are [Cl:1][C:2]1[CH:7]=[CH:6][C:5](B(O)O)=[CH:4][CH:3]=1.Cl[C:12]1[C:13]([N:18]2[CH2:23][CH2:22][N:21]([CH2:24][C:25]3[C:26]([CH3:31])=[N:27][N:28]([CH3:30])[CH:29]=3)[CH2:20][CH2:19]2)=[N:14][CH:15]=[CH:16][N:17]=1.C(=O)([O-])[O-].[K+].[K+]. The catalyst is CN(C)C(=O)C.O.[Pd].C1(P(C2C=CC=CC=2)C2C=CC=CC=2)C=CC=CC=1.C1(P(C2C=CC=CC=2)C2C=CC=CC=2)C=CC=CC=1.C1(P(C2C=CC=CC=2)C2C=CC=CC=2)C=CC=CC=1.C1(P(C2C=CC=CC=2)C2C=CC=CC=2)C=CC=CC=1. The product is [Cl:1][C:2]1[CH:7]=[CH:6][C:5]([C:12]2[C:13]([N:18]3[CH2:23][CH2:22][N:21]([CH2:24][C:25]4[C:26]([CH3:31])=[N:27][N:28]([CH3:30])[CH:29]=4)[CH2:20][CH2:19]3)=[N:14][CH:15]=[CH:16][N:17]=2)=[CH:4][CH:3]=1. The yield is 0.542. (2) The yield is 0.830. The product is [Cl:1][C:2]1[CH:7]=[CH:6][C:5]([CH:8]([N:14]([C:15]2[CH:16]=[C:17]([CH3:25])[C:18]3[N:19]([C:21]([CH3:24])=[N:22][N:23]=3)[CH:20]=2)[C:31](=[O:37])[CH2:30][C:29]([CH:26]2[CH2:28][CH2:27]2)=[O:38])[C:9]([O:11][CH2:12][CH3:13])=[O:10])=[CH:4][CH:3]=1. The catalyst is C1COCC1.FC(F)(F)C([O-])=O.[Ag+]. The reactants are [Cl:1][C:2]1[CH:7]=[CH:6][C:5]([CH:8]([NH:14][C:15]2[CH:16]=[C:17]([CH3:25])[C:18]3[N:19]([C:21]([CH3:24])=[N:22][N:23]=3)[CH:20]=2)[C:9]([O:11][CH2:12][CH3:13])=[O:10])=[CH:4][CH:3]=1.[CH:26]1([C:29](=[O:38])[CH2:30][C:31](=[O:37])SC(C)(C)C)[CH2:28][CH2:27]1. (3) The reactants are [H-].[Na+].[Br:3][C:4]1[CH:9]=[CH:8][CH:7]=[CH:6][C:5]=1[SH:10].CC1C=CC(S(O[CH:22]2[CH2:25][CH2:24][CH2:23]2)(=O)=O)=CC=1.O. The catalyst is CN(C=O)C. The product is [Br:3][C:4]1[CH:9]=[CH:8][CH:7]=[CH:6][C:5]=1[S:10][CH:22]1[CH2:25][CH2:24][CH2:23]1. The yield is 0.580. (4) The reactants are [O:1]=[C:2]1[CH2:11][CH2:10][CH2:9][C:8]2[CH:7]=[C:6]([C:12]([OH:14])=[O:13])[CH:5]=[CH:4][C:3]1=2.[CH3:15]O. The catalyst is Cl. The product is [O:1]=[C:2]1[CH2:11][CH2:10][CH2:9][C:8]2[CH:7]=[C:6]([C:12]([O:14][CH3:15])=[O:13])[CH:5]=[CH:4][C:3]1=2. The yield is 0.860. (5) The reactants are [CH3:1][O:2][C:3]1[CH:4]=[C:5]2[C:10](=[CH:11][C:12]=1[O:13][CH3:14])[N:9]=[CH:8][CH:7]=[C:6]2[O:15][C:16]1[CH:21]=[CH:20][C:19]([NH:22][CH2:23][C:24]2[CH:29]=[CH:28][CH:27]=[CH:26][C:25]=2[NH2:30])=[CH:18][CH:17]=1.[C:31](N1C=CN=C1)(N1C=CN=C1)=[O:32]. The catalyst is CN(C)C=O.O1CCCC1.O. The product is [NH:30]1[C:25]2[C:24](=[CH:29][CH:28]=[CH:27][CH:26]=2)[CH2:23][N:22]([C:19]2[CH:18]=[CH:17][C:16]([O:15][C:6]3[C:5]4[C:10](=[CH:11][C:12]([O:13][CH3:14])=[C:3]([O:2][CH3:1])[CH:4]=4)[N:9]=[CH:8][CH:7]=3)=[CH:21][CH:20]=2)[C:31]1=[O:32]. The yield is 0.0705. (6) The reactants are [Si:1]([O:8][C:9]1[CH:10]=[C:11]([CH:14]=[CH:15][CH:16]=1)[CH:12]=O)([C:4]([CH3:7])([CH3:6])[CH3:5])([CH3:3])[CH3:2].Cl.[NH2:18][C:19]1([C:22]([O:24][CH2:25][CH3:26])=[O:23])[CH2:21][CH2:20]1. No catalyst specified. The product is [Si:1]([O:8][C:9]1[CH:10]=[C:11]([CH:14]=[CH:15][CH:16]=1)[CH2:12][NH:18][C:19]1([C:22]([O:24][CH2:25][CH3:26])=[O:23])[CH2:21][CH2:20]1)([C:4]([CH3:7])([CH3:6])[CH3:5])([CH3:3])[CH3:2]. The yield is 0.870. (7) The reactants are C[C:2]1([C:13]([O-])=[O:14])[NH:7][C:6]([C:8]([O:10][CH2:11]C)=[O:9])=[CH:5][CH:4]=[CH:3]1.[BH4-].[Na+].Cl. The catalyst is CO.C(Cl)Cl. The product is [OH:14][CH2:13][C:2]1[N:7]=[C:6]([C:8]([O:10][CH3:11])=[O:9])[CH:5]=[CH:4][CH:3]=1. The yield is 0.540. (8) The reactants are [C:1]1([CH:7]2[CH2:16][CH2:15][C:14]3[C:9](=[CH:10][CH:11]=[CH:12][CH:13]=3)[NH:8]2)[CH:6]=[CH:5][CH:4]=[CH:3][CH:2]=1.C(N(CC)CC)C.ClC(Cl)(O[C:28](=[O:34])OC(Cl)(Cl)Cl)Cl.Cl.[O:37]([NH2:39])[CH3:38]. The catalyst is O1CCCC1.O. The product is [CH3:38][O:37][NH:39][C:28]([N:8]1[C:9]2[C:14](=[CH:13][CH:12]=[CH:11][CH:10]=2)[CH2:15][CH2:16][CH:7]1[C:1]1[CH:2]=[CH:3][CH:4]=[CH:5][CH:6]=1)=[O:34]. The yield is 0.780. (9) The yield is 0.960. No catalyst specified. The reactants are C([O:4][C:5]1[CH:10]=[CH:9][C:8]([F:11])=[CH:7][C:6]=1[C:12]1[CH:17]=[CH:16][CH:15]=[CH:14][C:13]=1[C:18]1[CH:23]=[CH:22][CH:21]=[CH:20][CH:19]=1)C=C.[C:24]1(C)[CH:29]=C(C)C=C(C)[CH:25]=1. The product is [CH2:29]([C:10]1[CH:9]=[C:8]([F:11])[CH:7]=[C:6]([C:12]2[CH:17]=[CH:16][CH:15]=[CH:14][C:13]=2[C:18]2[CH:19]=[CH:20][CH:21]=[CH:22][CH:23]=2)[C:5]=1[OH:4])[CH:24]=[CH2:25].